Dataset: Full USPTO retrosynthesis dataset with 1.9M reactions from patents (1976-2016). Task: Predict the reactants needed to synthesize the given product. (1) Given the product [C:24]1([C:5]2[CH:6]=[CH:7][CH:8]=[CH:9][C:2]=2[CH:3]=[O:4])[C:25]2[C:20](=[CH:19][CH:18]=[CH:17][CH:16]=2)[CH:21]=[CH:22][CH:23]=1, predict the reactants needed to synthesize it. The reactants are: Br[C:2]1([CH:9]=[CH:8][CH:7]=[CH:6][CH2:5]1)[CH:3]=[O:4].C(=O)([O-])[O-].[Na+].[Na+].[C:16]1(B(O)O)[C:25]2[C:20](=[CH:21][CH:22]=[CH:23][CH:24]=2)[CH:19]=[CH:18][CH:17]=1. (2) The reactants are: [CH3:1][C:2]1[N:3]=[CH:4][S:5][C:6]=1[N:7]1[CH2:12][CH2:11][N:10](C(OC(C)(C)C)=O)[CH2:9][CH2:8]1.[ClH:20].O1CCOCC1.CO. Given the product [ClH:20].[ClH:20].[CH3:1][C:2]1[N:3]=[CH:4][S:5][C:6]=1[N:7]1[CH2:12][CH2:11][NH:10][CH2:9][CH2:8]1, predict the reactants needed to synthesize it. (3) Given the product [Cl:3][C:4]1[CH:9]=[C:8]([C:10]([C:12]2[CH:21]=[C:20]([CH3:22])[C:15]3[N:16]([CH3:26])[C:17](=[O:19])[O:18][C:14]=3[CH:13]=2)=[O:11])[CH:7]=[C:6]([O:23][CH3:24])[N:5]=1, predict the reactants needed to synthesize it. The reactants are: [H-].[Na+].[Cl:3][C:4]1[CH:9]=[C:8]([C:10]([C:12]2[CH:21]=[C:20]([CH3:22])[C:15]3[NH:16][C:17](=[O:19])[O:18][C:14]=3[CH:13]=2)=[O:11])[CH:7]=[C:6]([O:23][CH3:24])[N:5]=1.I[CH3:26]. (4) Given the product [CH2:1]([O:3][C:4]([C:6]1[C:10]([N+:11]([O-:13])=[O:12])=[CH:9][N:8]([CH2:17][CH2:16][C:15]([F:20])([F:19])[F:14])[N:7]=1)=[O:5])[CH3:2], predict the reactants needed to synthesize it. The reactants are: [CH2:1]([O:3][C:4]([C:6]1[C:10]([N+:11]([O-:13])=[O:12])=[CH:9][NH:8][N:7]=1)=[O:5])[CH3:2].[F:14][C:15]([F:20])([F:19])[CH2:16][CH2:17]I. (5) The reactants are: [NH:1]1[C:5]2[CH:6]=[CH:7][C:8]3[C:9]4[CH:10]=[CH:11][CH:12]=[CH:13][C:14]=4[CH:15]=[CH:16][C:17]=3[C:4]=2[N:3]=C1.C1C2C(=O)C(=O)C3C(=CC=CC=3)C=2C=CC=1.C([O-])(=O)C.[NH4+].CC1(C)[O:44][C@@H:43]([CH2:45][CH2:46][O:47][C:48]2[CH:55]=[CH:54][C:51]([CH:52]=O)=[CH:50][CH:49]=2)[CH2:42][O:41]1.CC1(C)O[C@@H](CCOC2C3C(=CC=CC=3)C(C=O)=CC=2)CO1.N. Given the product [NH:3]1[C:4]2[C:17]3[C:8]([C:9]4[CH:14]=[CH:13][CH:12]=[CH:11][C:10]=4[C:5]=2[N:1]=[C:52]1[C:51]1[CH:50]=[CH:49][C:48]([O:47][CH2:46][CH2:45][C@H:43]([OH:44])[CH2:42][OH:41])=[CH:55][CH:54]=1)=[CH:7][CH:6]=[CH:15][CH:16]=3, predict the reactants needed to synthesize it.